From a dataset of Catalyst prediction with 721,799 reactions and 888 catalyst types from USPTO. Predict which catalyst facilitates the given reaction. Reactant: [CH3:1][O:2][C:3](=[O:14])[CH2:4][O:5][C:6]1[CH:11]=[CH:10][C:9]([F:12])=[C:8]([NH2:13])[CH:7]=1.C[O:16][C:17](=O)[CH:18]([CH2:23][C:24]1[CH:29]=[CH:28][C:27]([F:30])=[CH:26][CH:25]=1)[C:19](=O)[CH2:20][CH3:21]. Product: [CH3:1][O:2][C:3](=[O:14])[CH2:4][O:5][C:6]1[CH:11]=[CH:10][C:9]([F:12])=[C:8]2[C:7]=1[C:17](=[O:16])[C:18]([CH2:23][C:24]1[CH:25]=[CH:26][C:27]([F:30])=[CH:28][CH:29]=1)=[C:19]([CH2:20][CH3:21])[NH:13]2. The catalyst class is: 12.